This data is from NCI-60 drug combinations with 297,098 pairs across 59 cell lines. The task is: Regression. Given two drug SMILES strings and cell line genomic features, predict the synergy score measuring deviation from expected non-interaction effect. (1) Drug 1: CC1=C(C=C(C=C1)NC2=NC=CC(=N2)N(C)C3=CC4=NN(C(=C4C=C3)C)C)S(=O)(=O)N.Cl. Drug 2: CCN(CC)CCCC(C)NC1=C2C=C(C=CC2=NC3=C1C=CC(=C3)Cl)OC. Cell line: HOP-62. Synergy scores: CSS=33.9, Synergy_ZIP=-8.82, Synergy_Bliss=-0.719, Synergy_Loewe=-8.71, Synergy_HSA=0.236. (2) Drug 1: CCC1(CC2CC(C3=C(CCN(C2)C1)C4=CC=CC=C4N3)(C5=C(C=C6C(=C5)C78CCN9C7C(C=CC9)(C(C(C8N6C)(C(=O)OC)O)OC(=O)C)CC)OC)C(=O)OC)O.OS(=O)(=O)O. Drug 2: C1CN(CCN1C(=O)CCBr)C(=O)CCBr. Cell line: CCRF-CEM. Synergy scores: CSS=80.7, Synergy_ZIP=-3.87, Synergy_Bliss=0.601, Synergy_Loewe=2.88, Synergy_HSA=4.92.